This data is from Peptide-MHC class II binding affinity with 134,281 pairs from IEDB. The task is: Regression. Given a peptide amino acid sequence and an MHC pseudo amino acid sequence, predict their binding affinity value. This is MHC class II binding data. (1) The peptide sequence is AFKVKATAANAAPAN. The MHC is DRB1_0401 with pseudo-sequence DRB1_0401. The binding affinity (normalized) is 0.494. (2) The peptide sequence is TPGQCNMVVERLGDY. The MHC is DRB5_0101 with pseudo-sequence DRB5_0101. The binding affinity (normalized) is 0.359. (3) The peptide sequence is GELQIVDKIDAAFSI. The MHC is DRB1_0701 with pseudo-sequence DRB1_0701. The binding affinity (normalized) is 0.535. (4) The peptide sequence is AALPLLFFALAGQRI. The MHC is HLA-DPA10103-DPB10401 with pseudo-sequence HLA-DPA10103-DPB10401. The binding affinity (normalized) is 0.496. (5) The peptide sequence is EKKYFAATQFEPWAA. The MHC is HLA-DQA10101-DQB10501 with pseudo-sequence HLA-DQA10101-DQB10501. The binding affinity (normalized) is 0.431. (6) The peptide sequence is VLTRLEAWLTEHGCN. The MHC is HLA-DQA10201-DQB10301 with pseudo-sequence HLA-DQA10201-DQB10301. The binding affinity (normalized) is 0. (7) The peptide sequence is NVPFIQSRGLFGAIAGFIEGG. The MHC is DRB1_0101 with pseudo-sequence DRB1_0101. The binding affinity (normalized) is 0.431. (8) The peptide sequence is RRGVRSLSNKIKQKTHHHHHH. The MHC is HLA-DQA10102-DQB10501 with pseudo-sequence HLA-DQA10102-DQB10501. The binding affinity (normalized) is 0.525. (9) The peptide sequence is TPTNASHIQSAVVCG. The MHC is DRB1_1302 with pseudo-sequence DRB1_1302. The binding affinity (normalized) is 0.202. (10) The peptide sequence is FSSWETVCDSLDDYN. The MHC is DRB5_0101 with pseudo-sequence DRB5_0101. The binding affinity (normalized) is 0.